Dataset: Full USPTO retrosynthesis dataset with 1.9M reactions from patents (1976-2016). Task: Predict the reactants needed to synthesize the given product. (1) Given the product [Cl:1][C:2]1[CH:3]=[CH:4][C:5]([O:15][CH2:16][C:17]2[CH:18]=[CH:19][CH:20]=[CH:21][CH:22]=2)=[C:6]([CH2:8][C:9]2[S:10][CH:11]=[C:12]([NH:14][C:24]([C:26]3[CH:35]=[CH:34][C:29]([C:30]([O:32][CH3:33])=[O:31])=[CH:28][CH:27]=3)=[O:25])[N:13]=2)[CH:7]=1, predict the reactants needed to synthesize it. The reactants are: [Cl:1][C:2]1[CH:3]=[CH:4][C:5]([O:15][CH2:16][C:17]2[CH:22]=[CH:21][CH:20]=[CH:19][CH:18]=2)=[C:6]([CH2:8][C:9]2[S:10][CH:11]=[C:12]([NH2:14])[N:13]=2)[CH:7]=1.Cl[C:24]([C:26]1[CH:35]=[CH:34][C:29]([C:30]([O:32][CH3:33])=[O:31])=[CH:28][CH:27]=1)=[O:25].C(N(CC)CC)C. (2) Given the product [Cl:15][C:9]1[CH:10]=[C:11]([Cl:14])[CH:12]=[CH:13][C:8]=1[C:7]#[C:25][C:24]([OH:27])=[O:26], predict the reactants needed to synthesize it. The reactants are: BrC([CH:7](Br)[C:8]1[CH:13]=[CH:12][C:11]([Cl:14])=[CH:10][C:9]=1[Cl:15])CC(O)=O.CC(C)([O-])C.[K+].Cl.[C:24]([O:27]CC)(=[O:26])[CH3:25]. (3) Given the product [C:1]([O:5][C:6]([N:8]1[CH2:16][C:15]2[C:10](=[CH:11][CH:12]=[C:13]([O:22][CH2:21][CH:18]3[CH2:20][CH2:19]3)[CH:14]=2)[CH2:9]1)=[O:7])([CH3:4])([CH3:3])[CH3:2], predict the reactants needed to synthesize it. The reactants are: [C:1]([O:5][C:6]([N:8]1[CH2:16][C:15]2[C:10](=[CH:11][CH:12]=[C:13](I)[CH:14]=2)[CH2:9]1)=[O:7])([CH3:4])([CH3:3])[CH3:2].[CH:18]1([CH2:21][OH:22])[CH2:20][CH2:19]1. (4) Given the product [CH2:39]([N:37]1[CH:38]=[C:34]([C:2]2[CH:7]=[CH:6][N:5]=[C:4]3[N:8]([S:24]([C:27]4[CH:32]=[CH:31][CH:30]=[CH:29][CH:28]=4)(=[O:25])=[O:26])[C:9]([C:11]4[CH:16]=[CH:15][C:14]([CH2:17][CH2:18][N:19]5[CH2:23][CH2:22][CH2:21][CH2:20]5)=[CH:13][CH:12]=4)=[CH:10][C:3]=23)[C:35]([C:41]2[CH:46]=[CH:45][C:44]([NH:47][C:48](=[O:52])[N:49]([CH3:51])[CH3:50])=[CH:43][CH:42]=2)=[N:36]1)[CH3:40], predict the reactants needed to synthesize it. The reactants are: Br[C:2]1[CH:7]=[CH:6][N:5]=[C:4]2[N:8]([S:24]([C:27]3[CH:32]=[CH:31][CH:30]=[CH:29][CH:28]=3)(=[O:26])=[O:25])[C:9]([C:11]3[CH:16]=[CH:15][C:14]([CH2:17][CH2:18][N:19]4[CH2:23][CH2:22][CH2:21][CH2:20]4)=[CH:13][CH:12]=3)=[CH:10][C:3]=12.Br[C:34]1[C:35]([C:41]2[CH:46]=[CH:45][C:44]([NH:47][C:48](=[O:52])[N:49]([CH3:51])[CH3:50])=[CH:43][CH:42]=2)=[N:36][N:37]([CH2:39][CH3:40])[CH:38]=1. (5) Given the product [N:6]1[C:7]2[C:12](=[CH:11][CH:10]=[CH:9][CH:8]=2)[C:13]([NH2:14])=[C:4]([NH2:1])[CH:5]=1.[N:20]1[C:21]2[C:26](=[N:25][CH:24]=[CH:23][CH:22]=2)[C:27]([NH2:28])=[C:18]([NH2:15])[CH:19]=1, predict the reactants needed to synthesize it. The reactants are: [N+:1]([C:4]1[CH:5]=[N:6][C:7]2[C:12]([C:13]=1[NH2:14])=[CH:11][CH:10]=[CH:9][CH:8]=2)([O-])=O.[N+:15]([C:18]1[CH:19]=[N:20][C:21]2[C:26]([C:27]=1[NH2:28])=[N:25][CH:24]=[CH:23][CH:22]=2)([O-])=O. (6) Given the product [Br:1][C:2]1[C:11]([F:12])=[CH:10][C:5]([CH2:6][OH:7])=[C:4]([Cl:13])[CH:3]=1, predict the reactants needed to synthesize it. The reactants are: [Br:1][C:2]1[C:11]([F:12])=[CH:10][C:5]([C:6](OC)=[O:7])=[C:4]([Cl:13])[CH:3]=1.CO.[BH4-].[Li+].[OH-].[Na+]. (7) Given the product [CH3:55][N:25]([CH3:24])[S:26]([N:29]1[C:33]([CH:34]([C:35]2[CH:37]=[CH:38][C:39]3[O:44][CH2:43][CH2:42][O:41][C:40]=3[CH:45]=2)[OH:4])=[C:32]([CH3:47])[N:31]=[CH:30]1)(=[O:27])=[O:28], predict the reactants needed to synthesize it. The reactants are: CN(C)S(N1C=CN=C1[Si](C(C)(C)C)(C)C)(=O)=[O:4].C([Li])CCC.[CH3:24][N:25]([CH3:55])[S:26]([N:29]1[C:33]([CH2:34][CH:35]([C:37]2C=[CH:45][C:40]3[O:41][CH2:42][CH2:43][O:44][C:39]=3[CH:38]=2)O)=[C:32]([CH3:47])[N:31]=[C:30]1[Si](C(C)(C)C)(C)C)(=[O:28])=[O:27].